This data is from Catalyst prediction with 721,799 reactions and 888 catalyst types from USPTO. The task is: Predict which catalyst facilitates the given reaction. (1) Reactant: Cl.[OH:2][C:3]12[C:14]3[C:9](=[C:10]([N+:15]([O-])=O)[CH:11]=[CH:12][CH:13]=3)[C:8](=[O:18])[C:7]1([NH:19][C:20]([C:22]1[S:26][C:25]3[CH:27]=[CH:28][CH:29]=[CH:30][C:24]=3[CH:23]=1)=[O:21])[C:6]1[CH:31]=[CH:32][C:33]([CH:35]([CH3:37])[CH3:36])=[CH:34][C:5]=1[O:4]2.C(O)C. Product: [NH2:15][C:10]1[CH:11]=[CH:12][CH:13]=[C:14]2[C:9]=1[C:8](=[O:18])[C:7]1([NH:19][C:20]([C:22]3[S:26][C:25]4[CH:27]=[CH:28][CH:29]=[CH:30][C:24]=4[CH:23]=3)=[O:21])[C:6]3[CH:31]=[CH:32][C:33]([CH:35]([CH3:37])[CH3:36])=[CH:34][C:5]=3[O:4][C:3]12[OH:2]. The catalyst class is: 150. (2) Reactant: [Cl:1][C:2]1[CH:7]=[CH:6][C:5]([S:8]([C:11]2[N:16]=[C:15]([CH2:17][C:18]3[CH:23]=[C:22]([F:24])[CH:21]=[CH:20][C:19]=3[F:25])[C:14]([CH2:26][NH:27][S:28]([C:31]3[CH:36]=[CH:35][CH:34]=[C:33]([C:37]#[N:38])[CH:32]=3)(=[O:30])=[O:29])=[CH:13][CH:12]=2)(=[O:10])=[O:9])=[CH:4][CH:3]=1.CO.[C:41]1(P(C2C=CC=CC=2)C2C=CC=CC=2)C=CC=CC=1.N(C(OC(C)C)=O)=NC(OC(C)C)=O. Product: [Cl:1][C:2]1[CH:7]=[CH:6][C:5]([S:8]([C:11]2[N:16]=[C:15]([CH2:17][C:18]3[CH:23]=[C:22]([F:24])[CH:21]=[CH:20][C:19]=3[F:25])[C:14]([CH2:26][N:27]([CH3:41])[S:28]([C:31]3[CH:36]=[CH:35][CH:34]=[C:33]([C:37]#[N:38])[CH:32]=3)(=[O:30])=[O:29])=[CH:13][CH:12]=2)(=[O:10])=[O:9])=[CH:4][CH:3]=1. The catalyst class is: 392. (3) Reactant: Cl[C:2]([O:4][C:5]1[CH:10]=[CH:9][CH:8]=[CH:7][CH:6]=1)=[O:3].[C:11]1([CH3:30])[CH:16]=[CH:15][C:14]([N:17]2[C:21]([NH2:22])=[CH:20][C:19]([C:23]([CH3:29])([CH3:28])[C:24]([F:27])([F:26])[F:25])=[N:18]2)=[CH:13][CH:12]=1.C([O-])(O)=O.[Na+]. Product: [C:11]1([CH3:30])[CH:12]=[CH:13][C:14]([N:17]2[C:21]([NH:22][C:2](=[O:3])[O:4][C:5]3[CH:10]=[CH:9][CH:8]=[CH:7][CH:6]=3)=[CH:20][C:19]([C:23]([CH3:28])([CH3:29])[C:24]([F:26])([F:27])[F:25])=[N:18]2)=[CH:15][CH:16]=1. The catalyst class is: 168. (4) Reactant: [CH:1]([C@@H:4]1[NH:10][CH2:9][C:8]2[CH:11]=[CH:12][C:13]([C:15]([O:17][CH3:18])=[O:16])=[CH:14][C:7]=2[O:6][CH2:5]1)([CH3:3])[CH3:2].C=O.[BH-](OC(C)=O)(OC(C)=O)O[C:23](C)=O.[Na+]. Product: [CH:1]([C@@H:4]1[N:10]([CH3:23])[CH2:9][C:8]2[CH:11]=[CH:12][C:13]([C:15]([O:17][CH3:18])=[O:16])=[CH:14][C:7]=2[O:6][CH2:5]1)([CH3:3])[CH3:2]. The catalyst class is: 15. (5) Reactant: [Cl:1][C:2]1[N:7]=[CH:6][C:5]2[N:8]([CH2:15][O:16][CH2:17][CH2:18][Si:19]([CH3:22])([CH3:21])[CH3:20])[C:9](S(C)(=O)=O)=[N:10][C:4]=2[CH:3]=1.[Si:23]([O:30][C@H:31]1[C@H:35]2[O:36][CH2:37][C@@H:38]([OH:39])[C@H:34]2[O:33][CH2:32]1)([C:26]([CH3:29])([CH3:28])[CH3:27])([CH3:25])[CH3:24].N12CCCC=C1CCCCN2. Product: [Si:23]([O:30][C@H:31]1[C@H:35]2[O:36][CH2:37][C@@H:38]([O:39][C:9]3[N:8]([CH2:15][O:16][CH2:17][CH2:18][Si:19]([CH3:22])([CH3:21])[CH3:20])[C:5]4[CH:6]=[N:7][C:2]([Cl:1])=[CH:3][C:4]=4[N:10]=3)[C@H:34]2[O:33][CH2:32]1)([C:26]([CH3:29])([CH3:27])[CH3:28])([CH3:25])[CH3:24]. The catalyst class is: 3.